From a dataset of Reaction yield outcomes from USPTO patents with 853,638 reactions. Predict the reaction yield, written as a fraction of the theoretical maximum amount of product (1.0 means a 100% yield; for example, 0.34 means a 34% yield). (1) The reactants are C([O:3][C:4](=O)[CH:5]([NH:10][S:11]([C:14]1[C:19]([CH3:20])=[CH:18][C:17]([CH3:21])=[CH:16][C:15]=1[CH3:22])(=[O:13])=[O:12])[C:6]([F:9])([F:8])[F:7])C.[H-].[Al+3].[Li+].[H-].[H-].[H-]. The catalyst is C1COCC1. The product is [CH3:22][C:15]1[CH:16]=[C:17]([CH3:21])[CH:18]=[C:19]([CH3:20])[C:14]=1[S:11]([NH:10][CH:5]([CH2:4][OH:3])[C:6]([F:8])([F:9])[F:7])(=[O:12])=[O:13]. The yield is 0.780. (2) The reactants are [F:1][C:2]1[C:7]([CH:8]=[O:9])=[CH:6][CH:5]=[C:4]([NH:10][CH2:11][C:12]2[CH:13]=[N:14][C:15]([C:18]([F:21])([F:20])[F:19])=[CH:16][CH:17]=2)[N:3]=1.[C:22]([O:26][C:27](O[C:27]([O:26][C:22]([CH3:25])([CH3:24])[CH3:23])=[O:28])=[O:28])([CH3:25])([CH3:24])[CH3:23]. The product is [C:22]([O:26][C:27](=[O:28])[N:10]([C:4]1[CH:5]=[CH:6][C:7]([CH:8]=[O:9])=[C:2]([F:1])[N:3]=1)[CH2:11][C:12]1[CH:13]=[N:14][C:15]([C:18]([F:21])([F:19])[F:20])=[CH:16][CH:17]=1)([CH3:25])([CH3:24])[CH3:23]. The yield is 0.590. The catalyst is O1CCCC1.CN(C)C1C=CN=CC=1. (3) The reactants are [OH:1][CH:2]([C:16]1[CH:17]=[C:18]([NH:22][S:23]([C:26]2[CH:31]=[CH:30][CH:29]=[CH:28][CH:27]=2)(=[O:25])=[O:24])[CH:19]=[CH:20][CH:21]=1)[CH2:3][NH:4][C:5]([CH3:15])([CH3:14])[CH2:6][CH2:7][N:8]1[CH:12]=[C:11](I)[N:10]=[CH:9]1.C(=O)([O-])[O-].[Na+].[Na+].O1[CH2:43][CH2:42]OCC1.ClCCl. The catalyst is C1C=CC(P(C2C=CC=CC=2)[C-]2C=CC=C2)=CC=1.C1C=CC(P(C2C=CC=CC=2)[C-]2C=CC=C2)=CC=1.Cl[Pd]Cl.[Fe+2].O. The product is [CH3:14][C:5]([NH:4][CH2:3][CH:2]([C:16]1[CH:17]=[C:18]([NH:22][S:23]([C:26]2[CH:31]=[CH:30][CH:29]=[CH:28][CH:27]=2)(=[O:25])=[O:24])[CH:19]=[CH:20][CH:21]=1)[OH:1])([CH3:15])[CH2:6][CH2:7][N:8]1[CH:12]=[C:11]([C:26]2[S:23][C:42]([CH3:43])=[CH:28][CH:27]=2)[N:10]=[CH:9]1. The yield is 0.760. (4) The reactants are [N:1]([C:4]1[CH:5]=[CH:6][CH:7]=[C:8]2[C:13]=1[CH2:12][CH:11]([NH:14][S:15]([CH3:18])(=[O:17])=[O:16])[CH2:10][CH2:9]2)=[C:2]=S.C(OC1CC2C(CC=1)=CC=CC=2N=C=S)C.[N:35]([CH2:38][C:39]([C:41]1[CH:46]=[CH:45][C:44]([CH3:47])=[CH:43][CH:42]=1)=[O:40])=[N+]=[N-].N(CC(C1C=CC(C(F)(F)F)=CC=1)=O)=[N+]=[N-]. The yield is 0.640. No catalyst specified. The product is [CH3:47][C:44]1[CH:43]=[CH:42][C:41]([C:39]2[O:40][C:2]([NH:1][C:4]3[CH:5]=[CH:6][CH:7]=[C:8]4[C:13]=3[CH2:12][CH:11]([NH:14][S:15]([CH3:18])(=[O:17])=[O:16])[CH2:10][CH2:9]4)=[N:35][CH:38]=2)=[CH:46][CH:45]=1. (5) The reactants are I[C:2]1[CH:7]=[C:6]([C:8]([F:11])([F:10])[F:9])[CH:5]=[C:4]([O:12][CH2:13][CH2:14][O:15][CH3:16])[CH:3]=1.[CH3:17][C:18]1([CH3:34])[C:22]([CH3:24])([CH3:23])[O:21][B:20]([B:20]2[O:21][C:22]([CH3:24])([CH3:23])[C:18]([CH3:34])([CH3:17])[O:19]2)[O:19]1.C([O-])(=O)C.[K+]. The catalyst is O1CCOCC1.O.C1C=CC(P(C2C=CC=CC=2)[C-]2C=CC=C2)=CC=1.C1C=CC(P(C2C=CC=CC=2)[C-]2C=CC=C2)=CC=1.Cl[Pd]Cl.[Fe+2]. The product is [CH3:16][O:15][CH2:14][CH2:13][O:12][C:4]1[CH:3]=[C:2]([B:20]2[O:21][C:22]([CH3:24])([CH3:23])[C:18]([CH3:34])([CH3:17])[O:19]2)[CH:7]=[C:6]([C:8]([F:11])([F:10])[F:9])[CH:5]=1. The yield is 0.710. (6) The reactants are [CH2:1]([O:8][C:9]1[C:14](=[O:15])[CH:13]=[CH:12][N:11]([CH3:16])[C:10]=1[CH:17]([OH:22])[C:18]([F:21])([F:20])[F:19])[C:2]1[CH:7]=[CH:6][CH:5]=[CH:4][CH:3]=1.CCN(CC)CC.[CH3:30][S:31](Cl)(=[O:33])=[O:32]. The catalyst is C(Cl)Cl. The product is [CH2:1]([O:8][C:9]1[C:14](=[O:15])[CH:13]=[CH:12][N:11]([CH3:16])[C:10]=1[CH:17]([O:22][S:31]([CH3:30])(=[O:33])=[O:32])[C:18]([F:20])([F:21])[F:19])[C:2]1[CH:3]=[CH:4][CH:5]=[CH:6][CH:7]=1. The yield is 0.194. (7) The reactants are [N+:1]([C:4]1[CH:9]=[CH:8][C:7]([C:10]2[CH:11]=[C:12]3[N:17]([CH:18]=2)[CH:16]=[CH:15][CH:14]=[CH:13]3)=[CH:6][CH:5]=1)([O-])=O.[BH4-].[Na+]. The catalyst is CCO.CC([O-])=O.CC([O-])=O.[Cu+2]. The product is [NH2:1][C:4]1[CH:5]=[CH:6][C:7]([C:10]2[CH:11]=[C:12]3[N:17]([CH:18]=2)[CH:16]=[CH:15][CH:14]=[CH:13]3)=[CH:8][CH:9]=1. The yield is 0.530. (8) The reactants are [C:1]([C:5]1[CH:15]=[CH:14][C:8]([O:9][CH2:10][C:11]([OH:13])=O)=[CH:7][C:6]=1[O:16][CH2:17][CH2:18][O:19][CH3:20])([CH3:4])([CH3:3])[CH3:2].C(N1C=CN=C1)(N1C=CN=C1)=O.Cl.[NH2:34][CH2:35][C:36]1[CH:41]=[CH:40][C:39]([NH:42][S:43]([CH3:46])(=[O:45])=[O:44])=[C:38]([F:47])[CH:37]=1.C(N(CC)CC)C. The catalyst is O1CCCC1. The product is [C:1]([C:5]1[CH:15]=[CH:14][C:8]([O:9][CH2:10][C:11]([NH:34][CH2:35][C:36]2[CH:41]=[CH:40][C:39]([NH:42][S:43]([CH3:46])(=[O:45])=[O:44])=[C:38]([F:47])[CH:37]=2)=[O:13])=[CH:7][C:6]=1[O:16][CH2:17][CH2:18][O:19][CH3:20])([CH3:2])([CH3:3])[CH3:4]. The yield is 0.460. (9) The yield is 0.586. The catalyst is CN(C=O)C. The reactants are [CH2:1]([N:5]1[C:9](=[O:10])[C:8](Cl)=[C:7]([C:12]2[CH:17]=[CH:16][CH:15]=[CH:14][CH:13]=2)[S:6]1(=[O:19])=[O:18])[CH2:2][CH2:3][CH3:4].[CH3:20][C:21]1[N:25]([C:26]2[CH:31]=[CH:30][CH:29]=[CH:28][CH:27]=2)[N:24]=[C:23]([NH2:32])[CH:22]=1. The product is [CH2:1]([N:5]1[C:9](=[O:10])[C:8]([NH:32][C:23]2[CH:22]=[C:21]([CH3:20])[N:25]([C:26]3[CH:27]=[CH:28][CH:29]=[CH:30][CH:31]=3)[N:24]=2)=[C:7]([C:12]2[CH:17]=[CH:16][CH:15]=[CH:14][CH:13]=2)[S:6]1(=[O:19])=[O:18])[CH2:2][CH2:3][CH3:4].